Dataset: Full USPTO retrosynthesis dataset with 1.9M reactions from patents (1976-2016). Task: Predict the reactants needed to synthesize the given product. (1) Given the product [OH:15][CH2:14][CH2:13][O:12][CH2:8][C:9]([O:11][CH2:22][C:23]1[CH:24]=[CH:25][CH:26]=[CH:27][CH:28]=1)=[O:10], predict the reactants needed to synthesize it. The reactants are: C([CH:8]([O:12][CH2:13][CH2:14][O:15]C1CCCCO1)[C:9]([O-:11])=[O:10])C1C=CC=CC=1.[CH3:22][C:23]1[CH:24]=[CH:25][C:26](S(O)(=O)=O)=[CH:27][CH:28]=1. (2) Given the product [CH3:1][O:2][C:3](=[O:27])[CH2:4][C:5]1[CH:10]=[CH:9][C:8]([C:11]#[C:12][C:13]2[CH:22]=[C:21]([O:23][S:35]([C:38]([F:41])([F:40])[F:39])(=[O:37])=[O:36])[C:20]3[C:19](=[O:24])[CH2:18][CH2:17][C:16]([CH3:25])([CH3:26])[C:15]=3[CH:14]=2)=[CH:7][CH:6]=1, predict the reactants needed to synthesize it. The reactants are: [CH3:1][O:2][C:3](=[O:27])[CH2:4][C:5]1[CH:10]=[CH:9][C:8]([C:11]#[C:12][C:13]2[CH:22]=[C:21]([OH:23])[C:20]3[C:19](=[O:24])[CH2:18][CH2:17][C:16]([CH3:26])([CH3:25])[C:15]=3[CH:14]=2)=[CH:7][CH:6]=1.C1C=CC(N([S:35]([C:38]([F:41])([F:40])[F:39])(=[O:37])=[O:36])[S:35]([C:38]([F:41])([F:40])[F:39])(=[O:37])=[O:36])=CC=1.C(OCC)(=O)C. (3) Given the product [NH:29]1[C:37]2=[N:5][CH:6]=[CH:7][C:15]([CH2:10][NH:9][C:1]([NH:20][CH2:19][C:18]3[CH:21]=[CH:22][CH:23]=[CH:24][C:17]=3[NH2:16])=[S:2])=[C:14]2[CH:13]=[CH:12]1, predict the reactants needed to synthesize it. The reactants are: [C:1](Cl)(Cl)=[S:2].[NH2:5][CH2:6][C:7]1[C:15]2[C:10](=C[CH:12]=[CH:13][CH:14]=2)[NH:9]N=1.[NH2:16][C:17]1[CH:24]=[CH:23][CH:22]=[CH:21][C:18]=1[CH2:19][NH2:20].C(Cl)(Cl)=S.[NH:29]1[C:37]2C(=CC=CC=2)C=N1.C(N)C1C=CC=CC=1. (4) Given the product [CH2:1]([O:3][C:4]([C:6]1[C:7]([C:17]2[CH:18]=[CH:19][C:20]([F:23])=[CH:21][CH:22]=2)=[C:8]2[N:13]([CH:14]=1)[CH:12]=[C:11]([CH2:15][O:16][S:32]([CH3:31])(=[O:34])=[O:33])[CH:10]=[CH:9]2)=[O:5])[CH3:2], predict the reactants needed to synthesize it. The reactants are: [CH2:1]([O:3][C:4]([C:6]1[C:7]([C:17]2[CH:22]=[CH:21][C:20]([F:23])=[CH:19][CH:18]=2)=[C:8]2[N:13]([CH:14]=1)[CH:12]=[C:11]([CH2:15][OH:16])[CH:10]=[CH:9]2)=[O:5])[CH3:2].C(N(CC)CC)C.[CH3:31][S:32](Cl)(=[O:34])=[O:33]. (5) Given the product [C:25]([O:28][CH2:29][CH2:30][O:1][C:2]1[CH:3]=[C:4]2[C:9](=[CH:10][CH:11]=1)[N:8]=[C:7]([CH2:12][CH:13]([CH3:15])[CH3:14])[C:6]([C:16]#[N:17])=[C:5]2[C:18]1[CH:23]=[CH:22][C:21]([CH3:24])=[CH:20][CH:19]=1)(=[O:27])[CH3:26], predict the reactants needed to synthesize it. The reactants are: [OH:1][C:2]1[CH:3]=[C:4]2[C:9](=[CH:10][CH:11]=1)[N:8]=[C:7]([CH2:12][CH:13]([CH3:15])[CH3:14])[C:6]([C:16]#[N:17])=[C:5]2[C:18]1[CH:23]=[CH:22][C:21]([CH3:24])=[CH:20][CH:19]=1.[C:25]([O:28][CH2:29][CH2:30]Br)(=[O:27])[CH3:26].CN(C)C=O. (6) Given the product [CH2:1]([C:5]1[CH:6]=[CH:7][C:8]([C:11]#[C:12][C:14]2[CH:23]=[CH:22][C:17]([C:18]([O:20][CH3:21])=[O:19])=[CH:16][CH:15]=2)=[CH:9][CH:10]=1)[CH2:2][CH2:3][CH3:4], predict the reactants needed to synthesize it. The reactants are: [CH2:1]([C:5]1[CH:10]=[CH:9][C:8]([C:11]#[CH:12])=[CH:7][CH:6]=1)[CH2:2][CH2:3][CH3:4].Br[C:14]1[CH:23]=[CH:22][C:17]([C:18]([O:20][CH3:21])=[O:19])=[CH:16][CH:15]=1. (7) Given the product [Cl:1][C:2]1[C:3]2[C:10]([C:11]3[CH:16]=[CH:15][CH:14]=[C:13]([Cl:17])[C:12]=3[CH3:18])=[C:9]([I:27])[S:8][C:4]=2[N:5]=[CH:6][N:7]=1, predict the reactants needed to synthesize it. The reactants are: [Cl:1][C:2]1[C:3]2[C:10]([C:11]3[CH:16]=[CH:15][CH:14]=[C:13]([Cl:17])[C:12]=3[CH3:18])=[CH:9][S:8][C:4]=2[N:5]=[CH:6][N:7]=1.C([N-]C(C)C)(C)C.[Li+].[I:27]I.[NH4+].[Cl-].